From a dataset of Experimentally validated miRNA-target interactions with 360,000+ pairs, plus equal number of negative samples. Binary Classification. Given a miRNA mature sequence and a target amino acid sequence, predict their likelihood of interaction. (1) The miRNA is hsa-miR-372-3p with sequence AAAGUGCUGCGACAUUUGAGCGU. The protein sequence of the target gene is MVLAAPLLLGFLLLALELRPRGEAAEGPAAAAAAAAAAAAAGVGGERSSRPAPSVAPEPDGCPVCVWRQHSRELRLESIKSQILSKLRLKEAPNISREVVKQLLPKAPPLQQILDLHDFQGDALQPEDFLEEDEYHATTETVISMAQETDPAVQTDGSPLCCHFHFSPKVMFTKVLKAQLWVYLRPVPRPATVYLQILRLKPLTGEGTAGGGGGGRRHIRIRSLKIELHSRSGHWQSIDFKQVLHSWFRQPQSNWGIEINAFDPSGTDLAVTSLGPGAEGLHPFMELRVLENTKRSRRNL.... Result: 1 (interaction). (2) The miRNA is mmu-miR-3084-3p with sequence UUCUGCCAGUCUCCUUCAGAC. The protein sequence of the target gene is MDEQEALDSIMKDLVALQMSRRTRLSGYETMKNKDTGHPNRQSDVRIKFEHNGERRIIAFSRPVRYEDVEHKVTTVFGQPLDLHYMNNELSILLKNQDDLDKAIDILDRSSSMKSLRILLLSQDRNHTSSSPHSGVSRQVRIKPSQSAGDINTIYQAPEPRSRHLSVSSQNPGRSSPPPGYVPERQQHIARQGSYTSINSEGEFIPETSEQCMLDPLSSAENSLSGSCQSLDRSADSPSFRKSQMSRARSFPDNRKECSDRETQLYDKGVKGGTYPRRYHVSVHHKDYNDGRRTFPRIRR.... Result: 0 (no interaction). (3) The miRNA is hsa-miR-148b-5p with sequence AAGUUCUGUUAUACACUCAGGC. The protein sequence of the target gene is MENSGKANKKDTHDGPPKEIKLPTSEALLDYQCQIKEDAVEQFMFQIKTLRKKNQKYHERNSRLKEEQIWHIRHLLKELSEEKAEGLPVVTREDVEEAMKEKWKFERDQEKNLRDMRMQISNAEKLFLEKLSEKEYWEEYKNVGSERHAKLITSLQNDINTVKENAEKMSEHYKITLEDTRKKIIKETLLQLDQKKEWATQNAVKLIDKGSYLEIWENDWLKKEVAIHRKEVEELKNAIHELEAENLVLIDQLSNCRLVDLKIPRRLYLTQAAGLEVPPEEMSLELPETHIEEKSELQPT.... Result: 0 (no interaction). (4) The miRNA is cel-miR-261 with sequence UAGCUUUUUAGUUUUCACG. The protein sequence of the target gene is MPGKHQHFQEPEVGCCGKYFLFGFNIVFWVLGALFLAIGLWAWGEKGVLSNISALTDLGGLDPVWLFVVVGGVMSVLGFAGCIGALRENTFLLKFFSVFLGLIFFLELATGILAFVFKDWIRDQLNLFINNNVKAYRDDIDLQNLIDFAQEYWSCCGARGPNDWNLNIYFNCTDLNPSRERCGVPFSCCVRDPAEDVLNTQCGYDVRLKLELEQQGFIHTKGCVGQFEKWLQDNLIVVAGVFMGIALLQIFGICLAQNLVSDIKAVKANW. Result: 0 (no interaction).